From a dataset of Reaction yield outcomes from USPTO patents with 853,638 reactions. Predict the reaction yield, written as a fraction of the theoretical maximum amount of product (1.0 means a 100% yield; for example, 0.34 means a 34% yield). (1) The product is [Br:8][C:9]1[CH:10]=[CH:11][C:12]([NH:15][C:1](=[O:6])[C:2]([CH3:5])([CH3:4])[CH3:3])=[N:13][CH:14]=1. The reactants are [C:1](Cl)(=[O:6])[C:2]([CH3:5])([CH3:4])[CH3:3].[Br:8][C:9]1[CH:10]=[CH:11][C:12]([NH2:15])=[N:13][CH:14]=1.O. The catalyst is C(Cl)Cl.CCN(CC)CC. The yield is 0.870. (2) The yield is 0.680. The reactants are Br[C:2]1[N:7]=[CH:6][C:5]([NH:8][C:9]([CH:11]2[CH2:16][CH2:15][N:14]([C:17]([O:19][C:20]([CH3:23])([CH3:22])[CH3:21])=[O:18])[CH2:13][CH2:12]2)=[O:10])=[CH:4][CH:3]=1.[CH3:24][S:25]([C:28]1[CH:33]=[CH:32][C:31](B(O)O)=[CH:30][CH:29]=1)(=[O:27])=[O:26].C([O-])([O-])=O.[Na+].[Na+]. The product is [CH3:24][S:25]([C:28]1[CH:33]=[CH:32][C:31]([C:2]2[N:7]=[CH:6][C:5]([NH:8][C:9]([CH:11]3[CH2:16][CH2:15][N:14]([C:17]([O:19][C:20]([CH3:23])([CH3:22])[CH3:21])=[O:18])[CH2:13][CH2:12]3)=[O:10])=[CH:4][CH:3]=2)=[CH:30][CH:29]=1)(=[O:27])=[O:26]. The catalyst is COCCOC.Cl[Pd](Cl)([P](C1C=CC=CC=1)(C1C=CC=CC=1)C1C=CC=CC=1)[P](C1C=CC=CC=1)(C1C=CC=CC=1)C1C=CC=CC=1. (3) The reactants are Cl.[NH2:2][CH2:3][C:4]1[CH:12]=[CH:11][CH:10]=[C:9]2[C:5]=1[C:6](=[O:22])[N:7]([CH:14]1[CH2:19][CH2:18][C:17](=[O:20])[NH:16][C:15]1=[O:21])[C:8]2=[O:13].C(N(C(C)C)CC)(C)C.[Cl:32][C:33]1[CH:41]=[CH:40][C:36]([C:37](Cl)=[O:38])=[CH:35][CH:34]=1. The catalyst is C(Cl)Cl. The product is [Cl:32][C:33]1[CH:41]=[CH:40][C:36]([C:37]([NH:2][CH2:3][C:4]2[CH:12]=[CH:11][CH:10]=[C:9]3[C:5]=2[C:6](=[O:22])[N:7]([CH:14]2[CH2:19][CH2:18][C:17](=[O:20])[NH:16][C:15]2=[O:21])[C:8]3=[O:13])=[O:38])=[CH:35][CH:34]=1. The yield is 0.520. (4) The reactants are [Br:1][C:2]1[C:3]([S:9][CH3:10])=[N:4][C:5](Cl)=[N:6][CH:7]=1.Cl.[CH3:12][C:13]1([NH2:16])[CH2:15][CH2:14]1.CCN(C(C)C)C(C)C. The catalyst is C(O)C. The product is [Br:1][C:2]1[C:3]([S:9][CH3:10])=[N:4][C:5]([NH:16][C:13]2([CH3:12])[CH2:15][CH2:14]2)=[N:6][CH:7]=1. The yield is 0.580.